From a dataset of Forward reaction prediction with 1.9M reactions from USPTO patents (1976-2016). Predict the product of the given reaction. (1) Given the reactants [F:1][C:2]1[CH:7]=[C:6]([C:8]([F:11])([F:10])[F:9])[CH:5]=[CH:4][C:3]=1[C:12]1[N:17]=[CH:16][N:15]=[C:14]([NH:18][C:19]2[CH:24]=[CH:23][C:22]([O:25]C)=[CH:21][CH:20]=2)[C:13]=1[N+:27]([O-:29])=[O:28].B(Br)(Br)Br.CO.O, predict the reaction product. The product is: [F:1][C:2]1[CH:7]=[C:6]([C:8]([F:11])([F:10])[F:9])[CH:5]=[CH:4][C:3]=1[C:12]1[N:17]=[CH:16][N:15]=[C:14]([NH:18][C:19]2[CH:20]=[CH:21][C:22]([OH:25])=[CH:23][CH:24]=2)[C:13]=1[N+:27]([O-:29])=[O:28]. (2) The product is: [F:22][C:23]1[N:28]=[C:27]([O:29][CH3:30])[C:26]([C:2]2[C:11]3[C:6](=[CH:7][C:8]([S:12]([NH:15][C:16]4[CH:21]=[CH:20][N:19]=[CH:18][N:17]=4)(=[O:14])=[O:13])=[CH:9][CH:10]=3)[CH:5]=[CH:4][N:3]=2)=[CH:25][CH:24]=1. Given the reactants Cl[C:2]1[C:11]2[C:6](=[CH:7][C:8]([S:12]([NH:15][C:16]3[CH:21]=[CH:20][N:19]=[CH:18][N:17]=3)(=[O:14])=[O:13])=[CH:9][CH:10]=2)[CH:5]=[CH:4][N:3]=1.[F:22][C:23]1[N:28]=[C:27]([O:29][CH3:30])[C:26](B(O)O)=[CH:25][CH:24]=1.C([O-])([O-])=O.[K+].[K+].O1CCOCC1, predict the reaction product. (3) Given the reactants [C:1]([C:6]1[CH:16]=[CH:15][C:9]([C:10]([O:12][CH2:13][CH3:14])=[O:11])=[CH:8][CH:7]=1)(=O)[CH:2]([CH3:4])[CH3:3].Cl.[NH2:18][OH:19].C([O-])(=O)C.[Na+], predict the reaction product. The product is: [OH:19][N:18]=[C:1]([C:6]1[CH:16]=[CH:15][C:9]([C:10]([O:12][CH2:13][CH3:14])=[O:11])=[CH:8][CH:7]=1)[CH:2]([CH3:4])[CH3:3]. (4) Given the reactants Br[C:2]1[N:3]=[C:4]2[N:11]([CH2:12][CH2:13][N:14]3[CH2:19][CH2:18][O:17][CH2:16][CH2:15]3)[CH2:10][C:9](=[O:20])[NH:8][C:5]2=[N:6][CH:7]=1.BrC1C(N[C:30](=[O:33])[CH2:31]I)=NC=C(Br)N=1.C(N([CH:40]([CH3:42])[CH3:41])CC)(C)C.O1CCN(CCN)C[CH2:44]1.[C:52](#[N:54])[CH3:53], predict the reaction product. The product is: [OH:33][C:30]([C:42]1[N:54]=[CH:52][C:53]([C:2]2[N:3]=[C:4]3[N:11]([CH2:12][CH2:13][N:14]4[CH2:19][CH2:18][O:17][CH2:16][CH2:15]4)[CH2:10][C:9](=[O:20])[NH:8][C:5]3=[N:6][CH:7]=2)=[CH:41][CH:40]=1)([CH3:44])[CH3:31]. (5) Given the reactants [Cl:1][C:2]1[CH:9]=[CH:8][C:5]([CH2:6][NH2:7])=[CH:4][CH:3]=1.[CH3:10][O:11][C:12]1[C:30]([O:31][CH3:32])=[C:29]([O:33][CH3:34])[CH:28]=[CH:27][C:13]=1[C:14]([NH:16][CH2:17][CH2:18][N:19]1[CH:23]=[C:22]([C:24](O)=[O:25])[N:21]=[N:20]1)=[O:15], predict the reaction product. The product is: [Cl:1][C:2]1[CH:9]=[CH:8][C:5]([CH2:6][NH:7][C:24]([C:22]2[N:21]=[N:20][N:19]([CH2:18][CH2:17][NH:16][C:14](=[O:15])[C:13]3[CH:27]=[CH:28][C:29]([O:33][CH3:34])=[C:30]([O:31][CH3:32])[C:12]=3[O:11][CH3:10])[CH:23]=2)=[O:25])=[CH:4][CH:3]=1. (6) The product is: [N:17]1[C:18]2[C:13](=[C:12]([NH:9][C:10]([N:6]3[CH2:5][CH2:4][NH:3][C:2]([CH3:8])([CH3:1])[CH2:7]3)=[S:11])[CH:21]=[CH:20][CH:19]=2)[CH:14]=[CH:15][CH:16]=1. Given the reactants [CH3:1][C:2]1([CH3:8])[CH2:7][NH:6][CH2:5][CH2:4][NH:3]1.[N:9]([C:12]1[CH:21]=[CH:20][CH:19]=[C:18]2[C:13]=1[CH:14]=[CH:15][CH:16]=[N:17]2)=[C:10]=[S:11], predict the reaction product. (7) The product is: [Br:1][C:2]1[C:7]2[O:8][C@@H:9]([CH2:12][O:13][S:27]([C:24]3[CH:25]=[CH:26][C:21]([CH3:31])=[CH:22][CH:23]=3)(=[O:29])=[O:28])[CH2:10][O:11][C:6]=2[CH:5]=[CH:4][CH:3]=1. Given the reactants [Br:1][C:2]1[C:7]2[O:8][C@@H:9]([CH2:12][OH:13])[CH2:10][O:11][C:6]=2[CH:5]=[CH:4][CH:3]=1.CCN(CC)CC.[C:21]1([CH3:31])[CH:26]=[CH:25][C:24]([S:27](Cl)(=[O:29])=[O:28])=[CH:23][CH:22]=1, predict the reaction product.